This data is from Full USPTO retrosynthesis dataset with 1.9M reactions from patents (1976-2016). The task is: Predict the reactants needed to synthesize the given product. (1) Given the product [Br:8][C:16]1[CH:17]=[CH:18][C:10]([OH:9])=[C:11]([CH2:12][CH2:13][OH:14])[CH:15]=1, predict the reactants needed to synthesize it. The reactants are: C1C(=O)N([Br:8])C(=O)C1.[OH:9][C:10]1[CH:18]=[CH:17][CH:16]=[CH:15][C:11]=1[CH2:12][CH2:13][OH:14].S([O-])([O-])=S.[Na+].[Na+].O. (2) The reactants are: [Cl:1][C:2]1[N:6]([C:7]2[N:12]=[C:11](Cl)[N:10]=[C:9]([CH3:14])[N:8]=2)[C:5]2[CH:15]=[CH:16][CH:17]=[CH:18][C:4]=2[N:3]=1.[CH:19]1([CH2:22][NH2:23])[CH2:21][CH2:20]1. Given the product [Cl:1][C:2]1[N:6]([C:7]2[N:8]=[C:9]([CH3:14])[N:10]=[C:11]([NH:23][CH2:22][CH:19]3[CH2:21][CH2:20]3)[N:12]=2)[C:5]2[CH:15]=[CH:16][CH:17]=[CH:18][C:4]=2[N:3]=1, predict the reactants needed to synthesize it. (3) The reactants are: [Cl:1][C:2]1[CH:7]=[C:6]([Cl:8])[CH:5]=[CH:4][C:3]=1[C:9]1[N:10]=[C:11](/[CH:16]=[CH:17]/[C:18]2[CH:23]=[CH:22][C:21]([O:24][CH3:25])=[CH:20][CH:19]=2)[N:12]([CH2:14][CH3:15])[CH:13]=1.C1(O)C=CC=CC=1.BrC[C:35]1[CH:44]=[CH:43][C:38]([C:39]([O:41]C)=[O:40])=[CH:37][CH:36]=1. Given the product [Cl:1][C:2]1[CH:7]=[C:6]([Cl:8])[CH:5]=[CH:4][C:3]=1[C:9]1[N:10]=[C:11](/[CH:16]=[CH:17]/[C:18]2[CH:19]=[CH:20][C:21]([O:24][CH2:25][C:35]3[CH:44]=[CH:43][C:38]([C:39]([OH:41])=[O:40])=[CH:37][CH:36]=3)=[CH:22][CH:23]=2)[N:12]([CH2:14][CH3:15])[CH:13]=1, predict the reactants needed to synthesize it. (4) Given the product [OH:1][C@H:2]1[CH2:6][N:5]([CH2:7][C:8]2[CH:13]=[CH:12][CH:11]=[C:10]([C:14]([F:17])([F:15])[F:16])[CH:9]=2)[C@@H:4]([C:18]([NH:20][C@H:21]([C:23]2[CH:24]=[CH:25][C:26]([C:27]([O-:29])=[O:28])=[CH:31][CH:32]=2)[CH3:22])=[O:19])[CH2:3]1.[Li+:34], predict the reactants needed to synthesize it. The reactants are: [OH:1][C@H:2]1[CH2:6][N:5]([CH2:7][C:8]2[CH:13]=[CH:12][CH:11]=[C:10]([C:14]([F:17])([F:16])[F:15])[CH:9]=2)[C@@H:4]([C:18]([NH:20][C@H:21]([C:23]2[CH:32]=[CH:31][C:26]([C:27]([O:29]C)=[O:28])=[CH:25][CH:24]=2)[CH3:22])=[O:19])[CH2:3]1.O[Li:34].O. (5) The reactants are: [NH2:1][C:2]1[CH:30]=[CH:29][C:5]2[NH:6][C:7]([C:12]3[C:13](=[O:28])[C:14]([CH2:24][CH:25]4[CH2:27][CH2:26]4)([CH3:23])[C:15]4[C:20]([C:21]=3[OH:22])=[CH:19][CH:18]=[CH:17][CH:16]=4)=[N:8][S:9](=[O:11])(=[O:10])[C:4]=2[CH:3]=1.N1C=CC=CC=1.[CH3:37][S:38](Cl)(=[O:40])=[O:39]. Given the product [CH:25]1([CH2:24][C:14]2([CH3:23])[C:15]3[C:20](=[CH:19][CH:18]=[CH:17][CH:16]=3)[C:21]([OH:22])=[C:12]([C:7]3[NH:6][C:5]4[CH:29]=[CH:30][C:2]([NH:1][S:38]([CH3:37])(=[O:40])=[O:39])=[CH:3][C:4]=4[S:9](=[O:11])(=[O:10])[N:8]=3)[C:13]2=[O:28])[CH2:26][CH2:27]1, predict the reactants needed to synthesize it. (6) Given the product [NH2:19][C:15]1[N:14]=[CH:13][N:12]=[C:11]2[C:16]=1[N:17]=[CH:18][N:10]2[C@H:9]1[C@@H:4]2[O:3][C:2]([CH3:1])([CH3:23])[O:6][C@@H:5]2[C@@H:7]([CH2:20][N:21]([CH3:22])[CH:25]2[CH2:28][CH:27]([NH:29][C:30](=[O:39])[O:31][CH2:32][C:33]3[CH:38]=[CH:37][CH:36]=[CH:35][CH:34]=3)[CH2:26]2)[O:8]1, predict the reactants needed to synthesize it. The reactants are: [CH3:1][C:2]1([CH3:23])[O:6][C@@H:5]2[C@@H:7]([CH2:20][NH:21][CH3:22])[O:8][C@@H:9]([N:10]3[CH:18]=[N:17][C:16]4[C:11]3=[N:12][CH:13]=[N:14][C:15]=4[NH2:19])[C@@H:4]2[O:3]1.O=[C:25]1[CH2:28][CH:27]([NH:29][C:30](=[O:39])[O:31][CH2:32][C:33]2[CH:38]=[CH:37][CH:36]=[CH:35][CH:34]=2)[CH2:26]1.[BH3-]C#N.[Na+]. (7) Given the product [CH3:39][O:38][C:36](=[O:37])[NH:1][C:2]1[CH:7]=[CH:6][C:5]([C:8]2[NH:9][C:10]([CH:13]3[N:21]4[C:16](=[CH:17][C:18]([C:23]5[CH:28]=[C:27]([Cl:29])[CH:26]=[CH:25][C:24]=5[N:30]5[CH:34]=[N:33][N:32]=[N:31]5)=[CH:19][C:20]4=[O:22])[CH2:15][CH2:14]3)=[N:11][N:12]=2)=[CH:4][CH:3]=1, predict the reactants needed to synthesize it. The reactants are: [NH2:1][C:2]1[CH:7]=[CH:6][C:5]([C:8]2[NH:9][C:10]([CH:13]3[N:21]4[C:16](=[CH:17][C:18]([C:23]5[CH:28]=[C:27]([Cl:29])[CH:26]=[CH:25][C:24]=5[N:30]5[CH:34]=[N:33][N:32]=[N:31]5)=[CH:19][C:20]4=[O:22])[CH2:15][CH2:14]3)=[N:11][N:12]=2)=[CH:4][CH:3]=1.Cl[C:36]([O:38][CH3:39])=[O:37]. (8) The reactants are: [CH3:1][C:2]1([CH3:8])[CH2:7][NH:6][CH2:5][CH2:4][NH:3]1.C(N(CC)CC)C.[CH3:16][S:17](Cl)(=[O:19])=[O:18]. Given the product [CH3:16][S:17]([N:6]1[CH2:5][CH2:4][NH:3][C:2]([CH3:8])([CH3:1])[CH2:7]1)(=[O:19])=[O:18], predict the reactants needed to synthesize it. (9) Given the product [Cl:16][C:11]1[CH:12]=[CH:13][CH:14]=[CH:15][C:10]=1[C:8]1[CH:7]=[N:6][N:5]([CH2:1][CH2:2][C:3]#[C:4][C:18]2[CH:23]=[CH:22][CH:21]=[CH:20][N:19]=2)[N:9]=1, predict the reactants needed to synthesize it. The reactants are: [CH2:1]([N:5]1[N:9]=[C:8]([C:10]2[CH:15]=[CH:14][CH:13]=[CH:12][C:11]=2[Cl:16])[CH:7]=[N:6]1)[CH2:2][C:3]#[CH:4].Br[C:18]1[CH:23]=[CH:22][CH:21]=[CH:20][N:19]=1.